This data is from Forward reaction prediction with 1.9M reactions from USPTO patents (1976-2016). The task is: Predict the product of the given reaction. (1) Given the reactants CC1(C)COB([C:8]2[CH:9]=[C:10]([C:14]3[CH:18]=[CH:17][N:16]([CH3:19])[N:15]=3)[CH:11]=[CH:12][CH:13]=2)OC1.Br[C:22]1[N:26]2[N:27]=[CH:28][C:29]([C:31]([F:34])([F:33])[F:32])=[N:30][C:25]2=[N:24][CH:23]=1.C(=O)([O-])[O-].[Na+].[Na+], predict the reaction product. The product is: [CH3:19][N:16]1[CH:17]=[CH:18][C:14]([C:10]2[CH:9]=[C:8]([C:22]3[N:26]4[N:27]=[CH:28][C:29]([C:31]([F:32])([F:33])[F:34])=[N:30][C:25]4=[N:24][CH:23]=3)[CH:13]=[CH:12][CH:11]=2)=[N:15]1. (2) Given the reactants [C:1]([CH:3]1[CH:8]2[CH:4]1[CH2:5][N:6]([C:9](=[O:22])[CH2:10][C:11]1[CH:16]=[CH:15][C:14]([N:17]3[CH:21]=[N:20][N:19]=[N:18]3)=[CH:13][CH:12]=1)[CH2:7]2)#[CH:2].Br[C:24]1[CH:33]=[CH:32][C:27]2[C:28](=[O:31])[O:29][CH2:30][C:26]=2[CH:25]=1, predict the reaction product. The product is: [N:17]1([C:14]2[CH:15]=[CH:16][C:11]([CH2:10][C:9]([N:6]3[CH2:7][CH:8]4[CH:4]([CH:3]4[C:1]#[C:2][C:24]4[CH:33]=[CH:32][C:27]5[C:28](=[O:31])[O:29][CH2:30][C:26]=5[CH:25]=4)[CH2:5]3)=[O:22])=[CH:12][CH:13]=2)[CH:21]=[N:20][N:19]=[N:18]1. (3) Given the reactants [CH:1]1([C:7]([OH:9])=[O:8])[CH2:6][CH2:5][CH:4]=[CH:3][CH2:2]1.[C:10]1(C)C=CC=CC=1.ICI.Cl, predict the reaction product. The product is: [CH:3]12[CH2:10][CH:4]1[CH2:5][CH2:6][CH:1]([C:7]([OH:9])=[O:8])[CH2:2]2. (4) Given the reactants C([O:8][C:9]1[CH:10]=[C:11]([CH:20]([OH:36])[CH2:21][NH:22][C:23]([CH3:35])([CH3:34])[CH2:24][C:25]2[CH:30]=[CH:29][C:28]([O:31][CH2:32][CH3:33])=[CH:27][CH:26]=2)[C:12]2[O:17][CH2:16][C:15](=[O:18])[NH:14][C:13]=2[CH:19]=1)C1C=CC=CC=1, predict the reaction product. The product is: [CH2:32]([O:31][C:28]1[CH:29]=[CH:30][C:25]([CH2:24][C:23]([NH:22][CH2:21][CH:20]([C:11]2[C:12]3[O:17][CH2:16][C:15](=[O:18])[NH:14][C:13]=3[CH:19]=[C:9]([OH:8])[CH:10]=2)[OH:36])([CH3:35])[CH3:34])=[CH:26][CH:27]=1)[CH3:33]. (5) Given the reactants [N+](C1C=C(C=CC=1)C(O)=O)([O-])=O.[N:13]1([C:19]([C:21]2[CH:26]=[CH:25][CH:24]=[C:23]([N+:27]([O-:29])=[O:28])[CH:22]=2)=[O:20])[CH2:18][CH2:17][O:16][CH2:15][CH2:14]1.N1CCOCC1.Cl.CN(C)CCCN=C=NCC.ON1C2C=CC=CC=2N=N1.O1CCCC1.C(=O)(O)[O-].[Na+], predict the reaction product. The product is: [N:13]1([C:19]([C:21]2[CH:26]=[CH:25][CH:24]=[C:23]([N+:27]([O-:29])=[O:28])[CH:22]=2)=[O:20])[CH2:18][CH2:17][O:16][CH2:15][CH2:14]1. (6) Given the reactants [Cl:1][C:2]1[CH:3]=[N+:4]([O-:27])[CH:5]=[C:6]([Cl:26])[C:7]=1[CH2:8][C@@H:9]([C:11]1[CH:16]=[CH:15][C:14]([O:17][CH:18]([F:20])[F:19])=[C:13]([O:21][CH2:22][CH:23]2[CH2:25][CH2:24]2)[CH:12]=1)[OH:10].[CH2:28]([O:35][C:36]1[CH:44]=[CH:43][C:39]([C:40](O)=[O:41])=[CH:38][C:37]=1[O:45][S:46]([CH3:49])(=[O:48])=[O:47])[C:29]1[CH:34]=[CH:33][CH:32]=[CH:31][CH:30]=1.C(Cl)CCl, predict the reaction product. The product is: [CH2:28]([O:35][C:36]1[CH:44]=[CH:43][C:39]([C:40]([O:10][C@H:9]([C:11]2[CH:16]=[CH:15][C:14]([O:17][CH:18]([F:20])[F:19])=[C:13]([O:21][CH2:22][CH:23]3[CH2:25][CH2:24]3)[CH:12]=2)[CH2:8][C:7]2[C:6]([Cl:26])=[CH:5][N+:4]([O-:27])=[CH:3][C:2]=2[Cl:1])=[O:41])=[CH:38][C:37]=1[O:45][S:46]([CH3:49])(=[O:48])=[O:47])[C:29]1[CH:30]=[CH:31][CH:32]=[CH:33][CH:34]=1.